From a dataset of Reaction yield outcomes from USPTO patents with 853,638 reactions. Predict the reaction yield, written as a fraction of the theoretical maximum amount of product (1.0 means a 100% yield; for example, 0.34 means a 34% yield). The reactants are [C:1]([C:3]1[CH:8]=[CH:7][CH:6]=[CH:5][N:4]=1)#[CH:2].C([Mg]Br)C.[CH3:13][C:14]1([CH3:23])[CH2:19][C:18]([CH3:21])([CH3:20])[CH2:17][C:16](=[O:22])[CH2:15]1.C(OCC)(=O)C. The catalyst is C1COCC1. The product is [CH3:20][C:18]1([CH3:21])[CH2:19][C:14]([CH3:23])([CH3:13])[CH2:15][C:16]([C:2]#[C:1][C:3]2[CH:8]=[CH:7][CH:6]=[CH:5][N:4]=2)([OH:22])[CH2:17]1. The yield is 0.100.